This data is from Full USPTO retrosynthesis dataset with 1.9M reactions from patents (1976-2016). The task is: Predict the reactants needed to synthesize the given product. (1) Given the product [O:26]=[C:17]1[C:18]2[C:23](=[CH:22][CH:21]=[CH:20][CH:19]=2)[C:24](=[O:25])[N:16]1[CH2:15][CH2:14][CH2:13][C@H:9]([OH:30])[C:10]([OH:12])=[O:11], predict the reactants needed to synthesize it. The reactants are: C(OC(N[C@@H:9]([CH2:13][CH2:14][CH2:15][N:16]1[C:24](=[O:25])[C:23]2[C:18](=[CH:19][CH:20]=[CH:21][CH:22]=2)[C:17]1=[O:26])[C:10]([OH:12])=[O:11])=O)(C)(C)C.FC(F)(F)C(O)=[O:30]. (2) Given the product [Cl:1][C:2]1[CH:7]=[CH:6][C:5]([CH:8]([C:33]2[CH:34]=[CH:35][C:36]([Cl:39])=[CH:37][CH:38]=2)[C:9]2[CH:10]=[C:11]3[C:16](=[CH:17][CH:18]=2)[N:15]=[N:14][CH:13]=[C:12]3[NH:19][CH:20]2[CH2:24][CH2:23][NH:22][CH2:21]2)=[CH:4][CH:3]=1, predict the reactants needed to synthesize it. The reactants are: [Cl:1][C:2]1[CH:7]=[CH:6][C:5]([C:8]([C:33]2[CH:38]=[CH:37][C:36]([Cl:39])=[CH:35][CH:34]=2)(O)[C:9]2[CH:10]=[C:11]3[C:16](=[CH:17][CH:18]=2)[N:15]=[N:14][CH:13]=[C:12]3[NH:19][CH:20]2[CH2:24][CH2:23][N:22](C(OC(C)(C)C)=O)[CH2:21]2)=[CH:4][CH:3]=1.[SiH](CC)(CC)CC.FC(F)(F)C(O)=O. (3) Given the product [C:16]1([C:2]2[C:13]3[CH2:12][CH2:11][CH2:10][C:9]=3[CH:8]=[C:7]3[C:3]=2[CH2:4][CH:5]([CH3:15])[C:6]3=[O:14])[CH:21]=[CH:20][CH:19]=[CH:18][CH:17]=1, predict the reactants needed to synthesize it. The reactants are: Br[C:2]1[C:13]2[CH2:12][CH2:11][CH2:10][C:9]=2[CH:8]=[C:7]2[C:3]=1[CH2:4][CH:5]([CH3:15])[C:6]2=[O:14].[C:16]1(B(O)O)[CH:21]=[CH:20][CH:19]=[CH:18][CH:17]=1.C(=O)([O-])[O-].[Na+].[Na+].C(O)CO. (4) Given the product [Cl:1][C:2]1[CH:7]=[C:6]([F:8])[CH:5]=[C:4]([F:9])[C:3]=1[N:10]1[C:11]2[C:16](=[CH:15][C:14]([CH3:17])=[CH:13][CH:12]=2)[CH2:19][C:18]1=[O:21], predict the reactants needed to synthesize it. The reactants are: [Cl:1][C:2]1[CH:7]=[C:6]([F:8])[CH:5]=[C:4]([F:9])[C:3]=1[N:10]([C:18](=[O:21])[CH2:19]Cl)[C:11]1[CH:16]=[CH:15][C:14]([CH3:17])=[CH:13][CH:12]=1.[Cl-].[Al+3].[Cl-].[Cl-].ClC1C=CC=CC=1Cl.Cl.